From a dataset of Full USPTO retrosynthesis dataset with 1.9M reactions from patents (1976-2016). Predict the reactants needed to synthesize the given product. (1) The reactants are: [F:1][CH:2]([F:27])[O:3][C:4]1[CH:9]=[CH:8][C:7]([C:10]2[CH:15]=[CH:14][C:13]([S:16][CH2:17][C:18]3[CH:19]=[C:20]([C:24](O)=[O:25])[O:21][C:22]=3[CH3:23])=[CH:12][CH:11]=2)=[CH:6][CH:5]=1.[CH3:28][C:29]1[CH:34]=[CH:33][CH:32]=[CH:31][C:30]=1[S:35]([NH2:38])(=[O:37])=[O:36]. Given the product [F:1][CH:2]([F:27])[O:3][C:4]1[CH:5]=[CH:6][C:7]([C:10]2[CH:11]=[CH:12][C:13]([S:16][CH2:17][C:18]3[CH:19]=[C:20]([C:24]([NH:38][S:35]([C:30]4[CH:31]=[CH:32][CH:33]=[CH:34][C:29]=4[CH3:28])(=[O:36])=[O:37])=[O:25])[O:21][C:22]=3[CH3:23])=[CH:14][CH:15]=2)=[CH:8][CH:9]=1, predict the reactants needed to synthesize it. (2) Given the product [CH2:20]([O:19][C:5]1[CH:4]=[CH:3][C:2]([Br:1])=[CH:7][C:6]=1[C:8]12[CH2:17][CH:12]3[CH2:13][CH:14]([CH2:16][CH:10]([C:11]3=[O:18])[CH2:9]1)[CH2:15]2)[C:21]1[CH:26]=[CH:25][CH:24]=[CH:23][CH:22]=1, predict the reactants needed to synthesize it. The reactants are: [Br:1][C:2]1[CH:3]=[CH:4][C:5]([OH:19])=[C:6]([C:8]23[CH2:17][CH:12]4[CH2:13][CH:14]([CH2:16][CH:10]([C:11]4=[O:18])[CH2:9]2)[CH2:15]3)[CH:7]=1.[CH2:20](Br)[C:21]1[CH:26]=[CH:25][CH:24]=[CH:23][CH:22]=1.C([O-])([O-])=O.[K+].[K+].